The task is: Predict the reaction yield, written as a fraction of the theoretical maximum amount of product (1.0 means a 100% yield; for example, 0.34 means a 34% yield).. This data is from Reaction yield outcomes from USPTO patents with 853,638 reactions. (1) The reactants are [CH3:1][N:2]([CH3:13])[C:3]1[CH:8]=[CH:7][C:6]([CH2:9][C:10](O)=[O:11])=[CH:5][CH:4]=1.ClC1N=C(OC)N=C(OC)N=1.CN1CCOCC1.Cl.[CH3:33][NH:34][O:35][CH3:36]. The catalyst is O1CCCC1. The product is [CH3:1][N:2]([CH3:13])[C:3]1[CH:8]=[CH:7][C:6]([CH2:9][C:10]([N:34]([O:35][CH3:36])[CH3:33])=[O:11])=[CH:5][CH:4]=1. The yield is 0.450. (2) The reactants are [CH:1]([C:7]1[C:8]([C:12]2[CH2:13][N:14](C)[CH2:15][CH2:16][CH:17]=2)=[N:9][O:10][CH:11]=1)=[CH:2][CH2:3][CH2:4][CH2:5][CH3:6].[CH:19](/B(O)O)=[CH:20]\CCCCCC.[O-]P([O-])([O-])=O.[K+].[K+].[K+].COC1C=CC=C(OC)C=1C1C=CC=CC=1P(C1CCCCC1)C1CCCCC1. The catalyst is C(OCC)(=O)C.CC([O-])=O.CC([O-])=O.[Pd+2].C1COCC1. The product is [CH:1]([C:7]1[C:8]([C:12]2[CH:13]=[N:14][CH:15]=[CH:16][CH:17]=2)=[N:9][O:10][CH:11]=1)=[CH:2][CH2:3][CH2:4][CH2:5][CH2:6][CH2:19][CH3:20]. The yield is 0.340. (3) The reactants are Br[CH2:2][C:3]1[CH:8]=[CH:7][C:6]([C:9]2[CH:13]=[C:12]([C:14]([NH2:16])=[O:15])[O:11][N:10]=2)=[CH:5][CH:4]=1.[C:17]([C:21]1[CH:26]=[CH:25][CH:24]=[CH:23][C:22]=1[OH:27])([CH3:20])([CH3:19])[CH3:18].C([O-])([O-])=O.[K+].[K+]. The catalyst is CC#N. The product is [C:17]([C:21]1[CH:26]=[CH:25][CH:24]=[CH:23][C:22]=1[O:27][CH2:2][C:3]1[CH:8]=[CH:7][C:6]([C:9]2[CH:13]=[C:12]([C:14]([NH2:16])=[O:15])[O:11][N:10]=2)=[CH:5][CH:4]=1)([CH3:20])([CH3:18])[CH3:19]. The yield is 0.750. (4) The reactants are [C:1]1([CH2:7][N:8]2[CH2:12][CH2:11][C@@H:10]([NH2:13])[CH2:9]2)[CH:6]=[CH:5][CH:4]=[CH:3][CH:2]=1.[Br:14][CH:15]([CH2:19][CH2:20]Br)[C:16](Br)=[O:17]. The catalyst is CC#N. The product is [CH2:7]([N:8]1[CH2:12][CH2:11][CH:10]([N:13]2[CH2:20][CH2:19][C@@H:15]([Br:14])[C:16]2=[O:17])[CH2:9]1)[C:1]1[CH:2]=[CH:3][CH:4]=[CH:5][CH:6]=1. The yield is 0.630. (5) The reactants are [CH3:1][O:2][C:3]1[CH:4]=[C:5]2[C:10](=[CH:11][C:12]=1[O:13][CH3:14])[N:9]=[CH:8][CH:7]=[C:6]2[O:15][C:16]1[CH:22]=[CH:21][C:19]([NH2:20])=[C:18]([CH3:23])[C:17]=1[CH3:24].ClC(Cl)(O[C:29](=[O:35])[O:30][C:31](Cl)(Cl)Cl)Cl.[CH3:37][O:38][C:39]1[CH:40]=[C:41](CO)[CH:42]=[CH:43][CH:44]=1.C(=O)(O)[O-].[Na+]. The catalyst is C(Cl)Cl.C(N(CC)CC)C.C1(C)C=CC=CC=1. The product is [CH3:1][O:2][C:3]1[CH:4]=[C:5]2[C:10](=[CH:11][C:12]=1[O:13][CH3:14])[N:9]=[CH:8][CH:7]=[C:6]2[O:15][C:16]1[CH:22]=[CH:21][C:19]([NH:20][C:29](=[O:35])[O:30][CH2:31][C:43]2[CH:42]=[CH:41][CH:40]=[C:39]([O:38][CH3:37])[CH:44]=2)=[C:18]([CH3:23])[C:17]=1[CH3:24]. The yield is 0.840.